This data is from Forward reaction prediction with 1.9M reactions from USPTO patents (1976-2016). The task is: Predict the product of the given reaction. (1) Given the reactants C(C1[N:4]=[CH:5][NH:6]C=1C(OCC)=O)#N.[OH-:13].[Li+].[ClH:15].CN(C(ON1N=[N:31][C:26]2[CH:27]=[CH:28][CH:29]=[N:30][C:25]1=2)=[N+](C)C)C.[F:33][P-](F)(F)(F)(F)F.CCN([CH:46]([CH3:48])[CH3:47])C(C)C.[Cl:49][C:50]1[CH:51]=[CH:52][CH:53]=[C:54]([CH:57]=1)[C:55]#[N:56].[CH2:58]1[CH2:62]OCC1.[CH3:63][OH:64].O, predict the reaction product. The product is: [Cl:15][C:47]1[CH:46]=[CH:48][C:58]([CH2:25][NH:30][C:29]([C:28]2[NH:4][CH:5]=[N:6][C:27]=2[C:26]#[N:31])=[O:13])=[C:62]([F:33])[C:63]=1[O:64][C:52]1[CH:53]=[C:54]([C:55]#[N:56])[CH:57]=[C:50]([Cl:49])[CH:51]=1. (2) Given the reactants [CH3:1][O:2][C:3]1[CH:4]=[C:5]([C@:11]([CH:19]([CH3:21])[CH3:20])([CH2:14][CH2:15][CH2:16][NH:17][CH3:18])[C:12]#[N:13])[CH:6]=[CH:7][C:8]=1[O:9][CH3:10].[ClH:22].O1CCOCC1, predict the reaction product. The product is: [ClH:22].[CH3:1][O:2][C:3]1[CH:4]=[C:5]([C@:11]([CH:19]([CH3:21])[CH3:20])([CH2:14][CH2:15][CH2:16][NH:17][CH3:18])[C:12]#[N:13])[CH:6]=[CH:7][C:8]=1[O:9][CH3:10]. (3) Given the reactants [Cl:1][C:2]1[CH:7]=[CH:6][C:5]([C:8]2[CH:13]=[CH:12][CH:11]=[CH:10][C:9]=2[C@H:14]([NH:30][S@:31]([C:33]([CH3:36])([CH3:35])[CH3:34])=[O:32])[CH:15]2[CH2:20][CH2:19][N:18]([C:21]3[CH:29]=[CH:28][C:24]([C:25](O)=[O:26])=[CH:23][CH:22]=3)[CH2:17][CH2:16]2)=[CH:4][CH:3]=1.C(Cl)CCl.CCN(C(C)C)C(C)C.[Si:50]([O:67][CH2:68][CH2:69][N:70]([CH2:100][CH3:101])[CH2:71][CH2:72][C@@H:73]([NH:82][C:83]1[CH:88]=[CH:87][C:86]([S:89]([NH2:92])(=[O:91])=[O:90])=[CH:85][C:84]=1[S:93]([C:96]([F:99])([F:98])[F:97])(=[O:95])=[O:94])[CH2:74][S:75][C:76]1[CH:81]=[CH:80][CH:79]=[CH:78][CH:77]=1)([C:63]([CH3:66])([CH3:65])[CH3:64])([C:57]1[CH:62]=[CH:61][CH:60]=[CH:59][CH:58]=1)[C:51]1[CH:56]=[CH:55][CH:54]=[CH:53][CH:52]=1, predict the reaction product. The product is: [Si:50]([O:67][CH2:68][CH2:69][N:70]([CH2:100][CH3:101])[CH2:71][CH2:72][C@@H:73]([NH:82][C:83]1[CH:88]=[CH:87][C:86]([S:89]([NH:92][C:25](=[O:26])[C:24]2[CH:28]=[CH:29][C:21]([N:18]3[CH2:19][CH2:20][CH:15]([C@H:14]([C:9]4[CH:10]=[CH:11][CH:12]=[CH:13][C:8]=4[C:5]4[CH:6]=[CH:7][C:2]([Cl:1])=[CH:3][CH:4]=4)[NH:30][S@:31]([C:33]([CH3:36])([CH3:35])[CH3:34])=[O:32])[CH2:16][CH2:17]3)=[CH:22][CH:23]=2)(=[O:90])=[O:91])=[CH:85][C:84]=1[S:93]([C:96]([F:98])([F:99])[F:97])(=[O:94])=[O:95])[CH2:74][S:75][C:76]1[CH:81]=[CH:80][CH:79]=[CH:78][CH:77]=1)([C:63]([CH3:64])([CH3:66])[CH3:65])([C:51]1[CH:52]=[CH:53][CH:54]=[CH:55][CH:56]=1)[C:57]1[CH:62]=[CH:61][CH:60]=[CH:59][CH:58]=1. (4) Given the reactants C[O:2][C:3](=[O:37])[C:4]1[CH:9]=[CH:8][CH:7]=[CH:6][C:5]=1[O:10][CH2:11][CH2:12][N:13]1[CH2:18][CH2:17][CH:16]([C:19]2[C:27]3[C:22](=[CH:23][CH:24]=[CH:25][CH:26]=3)[N:21]([CH2:28][CH2:29][O:30]C3CCCCO3)[CH:20]=2)[CH2:15][CH2:14]1.Cl, predict the reaction product. The product is: [OH:30][CH2:29][CH2:28][N:21]1[C:22]2[C:27](=[CH:26][CH:25]=[CH:24][CH:23]=2)[C:19]([CH:16]2[CH2:15][CH2:14][N:13]([CH2:12][CH2:11][O:10][C:5]3[CH:6]=[CH:7][CH:8]=[CH:9][C:4]=3[C:3]([OH:37])=[O:2])[CH2:18][CH2:17]2)=[CH:20]1. (5) Given the reactants [C:1]12([C:11]3[N:15]([CH3:16])[C:14]([C:17]4[CH:22]=[CH:21][C:20]([S:23][CH3:24])=[CH:19][CH:18]=4)=[N:13][N:12]=3)[CH2:10][CH:5]3[CH2:6][CH:7]([CH2:9][CH:3]([CH2:4]3)[CH2:2]1)[CH2:8]2.ClC1C=CC=C(C(OO)=[O:33])C=1, predict the reaction product. The product is: [C:1]12([C:11]3[N:15]([CH3:16])[C:14]([C:17]4[CH:22]=[CH:21][C:20]([S:23]([CH3:24])=[O:33])=[CH:19][CH:18]=4)=[N:13][N:12]=3)[CH2:8][CH:7]3[CH2:6][CH:5]([CH2:4][CH:3]([CH2:9]3)[CH2:2]1)[CH2:10]2. (6) Given the reactants [NH2:1][C:2]1[CH:7]=[CH:6][C:5]([C:8]([N:10]2[CH2:15][CH2:14][N:13]([C:16]3[CH:21]=[CH:20][C:19]([CH3:22])=[CH:18][C:17]=3[CH3:23])[CH2:12][CH2:11]2)=[O:9])=[C:4]([N:24]2[CH2:28][CH2:27][CH2:26][CH2:25]2)[CH:3]=1.Cl[CH2:30][CH2:31][CH2:32][S:33](Cl)(=[O:35])=[O:34], predict the reaction product. The product is: [CH3:23][C:17]1[CH:18]=[C:19]([CH3:22])[CH:20]=[CH:21][C:16]=1[N:13]1[CH2:12][CH2:11][N:10]([C:8]([C:5]2[CH:6]=[CH:7][C:2]([N:1]3[CH2:30][CH2:31][CH2:32][S:33]3(=[O:35])=[O:34])=[CH:3][C:4]=2[N:24]2[CH2:25][CH2:26][CH2:27][CH2:28]2)=[O:9])[CH2:15][CH2:14]1. (7) Given the reactants CON(C)[C:4]([C@H:6]1[CH2:11][CH2:10][C@@H:9]([C:12]2([C:17]3[CH:22]=[CH:21][C:20]([Cl:23])=[CH:19][CH:18]=3)[O:16][CH2:15][CH2:14][O:13]2)[CH2:8][CH2:7]1)=[O:5].[Br-].O.Cl, predict the reaction product. The product is: [Cl:23][C:20]1[CH:19]=[CH:18][C:17]([C:12]2([C@@H:9]3[CH2:8][CH2:7][C@H:6]([C:4](=[O:5])[CH2:8][CH2:7][CH:6]=[CH2:4])[CH2:11][CH2:10]3)[O:13][CH2:14][CH2:15][O:16]2)=[CH:22][CH:21]=1.